The task is: Predict which catalyst facilitates the given reaction.. This data is from Catalyst prediction with 721,799 reactions and 888 catalyst types from USPTO. Reactant: [C:1]1([CH2:7][O:8][C:9]2[C:14](B(O)O)=[CH:13][C:12]([C:18]([F:21])([F:20])[F:19])=[CH:11][N:10]=2)[CH:6]=[CH:5][CH:4]=[CH:3][CH:2]=1.[CH2:22]([O:24][C:25]([C:27]1[CH:32]=[CH:31][CH:30]=[C:29]([C:33]2[CH2:37][CH2:36][CH2:35][C:34]=2Br)[N:28]=1)=[O:26])[CH3:23].F[B-](F)(F)F.C([PH+](C(C)(C)C)C(C)(C)C)(C)(C)C.[F-].[K+]. Product: [C:1]1([CH2:7][O:8][C:9]2[C:14]([C:34]3[CH2:35][CH2:36][CH2:37][C:33]=3[C:29]3[N:28]=[C:27]([C:25]([O:24][CH2:22][CH3:23])=[O:26])[CH:32]=[CH:31][CH:30]=3)=[CH:13][C:12]([C:18]([F:21])([F:20])[F:19])=[CH:11][N:10]=2)[CH:6]=[CH:5][CH:4]=[CH:3][CH:2]=1. The catalyst class is: 62.